Dataset: Forward reaction prediction with 1.9M reactions from USPTO patents (1976-2016). Task: Predict the product of the given reaction. (1) Given the reactants Br[C:2]1[N:10]([CH2:11][C@H:12]2[CH2:17][CH2:16][C@H:15]([CH3:18])[CH2:14][CH2:13]2)[C:9]2[C:8](=[O:19])[NH:7][C:6](=[O:20])[N:5]([CH3:21])[C:4]=2[N:3]=1.[C:22]1([C@@H:28]2[CH2:33][O:32][CH2:31][CH2:30][NH:29]2)[CH:27]=[CH:26][CH:25]=[CH:24][CH:23]=1.[F-].[K+], predict the reaction product. The product is: [CH3:21][N:5]1[C:4]2[N:3]=[C:2]([N:29]3[CH2:30][CH2:31][O:32][CH2:33][C@H:28]3[C:22]3[CH:27]=[CH:26][CH:25]=[CH:24][CH:23]=3)[N:10]([CH2:11][C@H:12]3[CH2:17][CH2:16][C@H:15]([CH3:18])[CH2:14][CH2:13]3)[C:9]=2[C:8](=[O:19])[NH:7][C:6]1=[O:20]. (2) Given the reactants [O:1]1[CH2:5][CH2:4][CH2:3][C@H:2]1[CH2:6][OH:7].[C:8]1([CH3:18])[CH:13]=[CH:12][C:11]([S:14](Cl)(=[O:16])=[O:15])=[CH:10][CH:9]=1.C(N(CC)CC)C, predict the reaction product. The product is: [CH3:18][C:8]1[CH:13]=[CH:12][C:11]([S:14]([O:7][CH2:6][C@@H:2]2[CH2:3][CH2:4][CH2:5][O:1]2)(=[O:16])=[O:15])=[CH:10][CH:9]=1. (3) Given the reactants NC1C=CC=CC=1[C:4]([NH:6][C:7]1[NH:11][N:10]=[C:9]2[CH:12]=[C:13]([C:15](O)=[O:16])[O:14][C:8]=12)=[O:5].C(N(C(C)C)CC)(C)C.[C:31]([NH2:40])([C:34]1[CH:39]=[CH:38][CH:37]=[CH:36][CH:35]=1)([CH3:33])[CH3:32].F[B-](F)(F)F.[N:46]1([O:55]C(N(C)C)=[N+](C)C)[C:50]2[CH:51]=[CH:52][CH:53]=[CH:54][C:49]=2N=N1.C(=O)(O)[O-:64].[Na+], predict the reaction product. The product is: [CH3:32][C:31]([NH:40][C:15]([C:13]1[O:14][C:8]2[C:7]([NH:6][C:4](=[O:5])[C:49]3[CH:54]=[CH:53][CH:52]=[CH:51][C:50]=3[N+:46]([O-:55])=[O:64])=[N:11][NH:10][C:9]=2[CH:12]=1)=[O:16])([C:34]1[CH:39]=[CH:38][CH:37]=[CH:36][CH:35]=1)[CH3:33].